From a dataset of Reaction yield outcomes from USPTO patents with 853,638 reactions. Predict the reaction yield, written as a fraction of the theoretical maximum amount of product (1.0 means a 100% yield; for example, 0.34 means a 34% yield). (1) The reactants are [C:1]([O:5][C:6]([NH:8][CH:9]([C:13]1[CH:18]=[CH:17][CH:16]=[CH:15][CH:14]=1)[C:10]([OH:12])=O)=[O:7])([CH3:4])([CH3:3])[CH3:2].CN1CCOCC1.ClC(OCC(C)C)=O.[CH:34]([C:37]1[CH:43]=[CH:42][C:40]([NH2:41])=[CH:39][CH:38]=1)([CH3:36])[CH3:35]. The catalyst is C1COCC1.ClCCl. The yield is 0.787. The product is [CH:34]([C:37]1[CH:43]=[CH:42][C:40]([NH:41][C:10]([CH:9]([NH:8][C:6](=[O:7])[O:5][C:1]([CH3:2])([CH3:3])[CH3:4])[C:13]2[CH:18]=[CH:17][CH:16]=[CH:15][CH:14]=2)=[O:12])=[CH:39][CH:38]=1)([CH3:36])[CH3:35]. (2) The reactants are [F:1][CH:2]([F:40])[C:3]1[N:7]([C:8]2[N:13]=[C:12]([N:14]3[CH2:19][CH2:18][O:17][CH2:16][CH2:15]3)[N:11]=[C:10]([N:20]3[CH2:25][CH2:24][N:23]([S:26]([CH2:29][CH2:30][N:31]([CH3:33])[CH3:32])(=[O:28])=[O:27])[CH2:22][CH2:21]3)[N:9]=2)[C:6]2[CH:34]=[CH:35][CH:36]=[C:37]([O:38][CH3:39])[C:5]=2[N:4]=1.[ClH:41]. The catalyst is CO. The product is [ClH:41].[F:40][CH:2]([F:1])[C:3]1[N:7]([C:8]2[N:13]=[C:12]([N:14]3[CH2:15][CH2:16][O:17][CH2:18][CH2:19]3)[N:11]=[C:10]([N:20]3[CH2:21][CH2:22][N:23]([S:26]([CH2:29][CH2:30][N:31]([CH3:33])[CH3:32])(=[O:28])=[O:27])[CH2:24][CH2:25]3)[N:9]=2)[C:6]2[CH:34]=[CH:35][CH:36]=[C:37]([O:38][CH3:39])[C:5]=2[N:4]=1. The yield is 0.830. (3) The reactants are [O:1]=[C:2]1[C:7]2[CH:8]=[CH:9][CH:10]=[CH:11][C:6]=2[S:5][C:4]([C:12]2[N:17]=[C:16]([CH2:18][S:19]([O-])(=O)=O)[CH:15]=[CH:14][CH:13]=2)=[N:3]1.C[S-].[Na+].[C:26](OCC)(=O)C.O. The catalyst is CN(C=O)C. The product is [CH3:26][S:19][CH2:18][C:16]1[N:17]=[C:12]([C:4]2[S:5][C:6]3[CH:11]=[CH:10][CH:9]=[CH:8][C:7]=3[C:2](=[O:1])[N:3]=2)[CH:13]=[CH:14][CH:15]=1. The yield is 0.750. (4) The catalyst is C1COCC1.C(Cl)Cl. The product is [CH3:1][O:2][C:3]([C:5]1[C:13]([NH:14][C:15]2[CH:20]=[CH:19][C:18]([I:32])=[CH:17][C:16]=2[CH3:21])=[C:12]([F:22])[C:8]2[NH:9][CH:10]=[N:11][C:7]=2[CH:6]=1)=[O:4]. The reactants are [CH3:1][O:2][C:3]([C:5]1[C:13]([NH:14][C:15]2[CH:20]=[CH:19][CH:18]=[CH:17][C:16]=2[CH3:21])=[C:12]([F:22])[C:8]2[NH:9][CH:10]=[N:11][C:7]=2[CH:6]=1)=[O:4].CO.C1C(=O)N([I:32])C(=O)C1.CC1C=CC(S(O)(=O)=O)=CC=1.O. The yield is 0.690. (5) The reactants are [C:1](#[N:3])[CH3:2].C[Si]([N-][Si](C)(C)C)(C)C.[Li+].[O:14]1[CH2:18][CH2:17][CH2:16][CH2:15]1.[Cl-].[NH4+].[C:21]([O:24][CH2:25][CH3:26])(=O)C. No catalyst specified. The product is [OH:14][C:18]1[CH:17]=[CH:16][C:15](/[CH:17]=[CH:16]/[C:15](=[O:14])[CH2:2][C:1]#[N:3])=[CH:26][C:25]=1[O:24][CH3:21]. The yield is 0.580. (6) The reactants are [O:1]=[S:2]1(=[O:24])[CH2:7][CH2:6][N:5]([C:8]2[C:13]([F:14])=[CH:12][C:11]([NH:15][CH2:16][C@@H:17]([OH:22])[C:18]([O:20][CH3:21])=[O:19])=[CH:10][C:9]=2[F:23])[CH2:4][CH2:3]1.C(N(CC)CC)C.[C:32](Cl)(Cl)=[O:33]. The catalyst is C(Cl)Cl.C1(C)C=CC=CC=1. The product is [O:24]=[S:2]1(=[O:1])[CH2:7][CH2:6][N:5]([C:8]2[C:9]([F:23])=[CH:10][C:11]([N:15]3[CH2:16][C@H:17]([C:18]([O:20][CH3:21])=[O:19])[O:22][C:32]3=[O:33])=[CH:12][C:13]=2[F:14])[CH2:4][CH2:3]1. The yield is 0.830. (7) The reactants are [Mg].IC.Br[C:5]1[CH:6]=[CH:7][C:8]2[S:12][C:11]([CH3:13])=[N:10][C:9]=2[CH:14]=1.II.IC.BrC1C=CC2SC(C)=NC=2C=1.[CH3:30][CH2:31][C:32](=[O:35])[CH2:33][CH3:34]. The catalyst is CCOCC. The product is [CH3:13][C:11]1[S:12][C:8]2[CH:7]=[CH:6][C:5]([C:32]([OH:35])([CH2:33][CH3:34])[CH2:31][CH3:30])=[CH:14][C:9]=2[N:10]=1. The yield is 0.240. (8) The catalyst is C1(C)C=CC=CC=1. The yield is 0.900. The reactants are O[CH2:2][C:3]1[CH:4]=[C:5]2[C:9](=[CH:10][CH:11]=1)[CH:8]([C:12]1[CH:17]=[CH:16][C:15]([F:18])=[CH:14][CH:13]=1)[O:7][CH2:6]2.S(Br)([Br:21])=O. The product is [Br:21][CH2:2][C:3]1[CH:4]=[C:5]2[C:9](=[CH:10][CH:11]=1)[CH:8]([C:12]1[CH:17]=[CH:16][C:15]([F:18])=[CH:14][CH:13]=1)[O:7][CH2:6]2. (9) The reactants are C(Cl)CCl.C1C=C[C:8]2N(O)N=[N:11][C:9]=2C=1.C(Cl)Cl.C(O[C:23](=[O:31])[C:24]1[CH:29]=[CH:28][C:27](N)=[CH:26][CH:25]=1)(C)(C)C. The catalyst is CN(C=O)C.[Cu](Cl)Cl. The product is [NH:11]1[C:28]2[CH:27]=[CH:26][CH:25]=[C:24]([CH:23]=[O:31])[C:29]=2[CH:8]=[CH:9]1. The yield is 0.920. (10) The reactants are [F:1][C:2]1[CH:7]=[CH:6][C:5]([N+:8]([O-])=O)=[C:4]([F:11])[C:3]=1[I:12].Cl.[Cl-].[OH-].[Na+]. The catalyst is O. The product is [F:11][C:4]1[C:3]([I:12])=[C:2]([F:1])[CH:7]=[CH:6][C:5]=1[NH2:8]. The yield is 0.910.